This data is from Reaction yield outcomes from USPTO patents with 853,638 reactions. The task is: Predict the reaction yield, written as a fraction of the theoretical maximum amount of product (1.0 means a 100% yield; for example, 0.34 means a 34% yield). (1) The reactants are Br[C:2]1[CH:7]=[C:6]([F:8])[CH:5]=[C:4]([Cl:9])[CH:3]=1.[Mg].CON(C)[C:14]([C@@H:16]1[CH2:21][CH2:20][CH2:19][N:18]([C:22]([O:24][C:25]([CH3:28])([CH3:27])[CH3:26])=[O:23])[CH2:17]1)=[O:15]. The catalyst is C1COCC1. The product is [Cl:9][C:4]1[CH:3]=[C:2]([CH:7]=[C:6]([F:8])[CH:5]=1)[C:14]([C@@H:16]1[CH2:21][CH2:20][CH2:19][N:18]([C:22]([O:24][C:25]([CH3:28])([CH3:27])[CH3:26])=[O:23])[CH2:17]1)=[O:15]. The yield is 0.980. (2) The reactants are [Cl:1][C:2]1[N:3]=[C:4](Cl)[C:5]2[CH2:10][CH2:9][CH:8]([C:11]3[CH:16]=[CH:15][CH:14]=[CH:13][CH:12]=3)[C:6]=2[N:7]=1.C(N(C(C)C)CC)(C)C.[NH2:27][CH2:28][CH2:29][CH2:30][CH2:31][O:32][C:33]1[CH:40]=[C:39]([N+:41]([O-:43])=[O:42])[CH:38]=[CH:37][C:34]=1[C:35]#[N:36]. The catalyst is C(#N)C. The product is [Cl:1][C:2]1[N:3]=[C:4]([NH:27][CH2:28][CH2:29][CH2:30][CH2:31][O:32][C:33]2[CH:40]=[C:39]([N+:41]([O-:43])=[O:42])[CH:38]=[CH:37][C:34]=2[C:35]#[N:36])[C:5]2[CH2:10][CH2:9][CH:8]([C:11]3[CH:16]=[CH:15][CH:14]=[CH:13][CH:12]=3)[C:6]=2[N:7]=1. The yield is 0.470. (3) The reactants are N[C:2]1[N:7]=[CH:6][C:5]([C:8]2[CH:13]=[CH:12][C:11]([C@@H:14]([N:16]3[CH2:21][CH2:20][C@:19]([CH2:28][CH2:29][CH2:30][OH:31])([C:22]4[CH:27]=[CH:26][CH:25]=[CH:24][CH:23]=4)[O:18][C:17]3=[O:32])[CH3:15])=[CH:10][CH:9]=2)=[CH:4][CH:3]=1.N([O-])=[O:34].[Na+].[OH-].[Na+]. The catalyst is OS(O)(=O)=O. The product is [OH:31][CH2:30][CH2:29][CH2:28][C@@:19]1([C:22]2[CH:27]=[CH:26][CH:25]=[CH:24][CH:23]=2)[O:18][C:17](=[O:32])[N:16]([C@H:14]([C:11]2[CH:10]=[CH:9][C:8]([C:5]3[CH:4]=[CH:3][C:2](=[O:34])[NH:7][CH:6]=3)=[CH:13][CH:12]=2)[CH3:15])[CH2:21][CH2:20]1. The yield is 0.200. (4) The reactants are [CH3:1][S:2]([N:5]1[CH2:10][CH2:9][CH:8]([C:11]2[S:12][C:13]([C:16]3[CH:22]=[CH:21][C:19]([NH2:20])=[CH:18][CH:17]=3)=[CH:14][N:15]=2)[CH2:7][CH2:6]1)(=[O:4])=[O:3].[F:23][C:24]1[CH:29]=[C:28]([F:30])[C:27]([F:31])=[CH:26][C:25]=1[N:32]=[C:33]=[O:34]. No catalyst specified. The product is [CH3:1][S:2]([N:5]1[CH2:10][CH2:9][CH:8]([C:11]2[S:12][C:13]([C:16]3[CH:17]=[CH:18][C:19]([NH:20][C:33]([NH:32][C:25]4[CH:26]=[C:27]([F:31])[C:28]([F:30])=[CH:29][C:24]=4[F:23])=[O:34])=[CH:21][CH:22]=3)=[CH:14][N:15]=2)[CH2:7][CH2:6]1)(=[O:4])=[O:3]. The yield is 0.980. (5) The reactants are [C:1]([O:5][C:6]([N:8]1[CH2:13][CH2:12][C@@H:11]([C:14]2[C:22]3[C:17](=[N:18][CH:19]=[C:20]([NH2:24])[C:21]=3[CH3:23])[N:16]([CH3:25])[CH:15]=2)[CH2:10][C:9]1([CH3:27])[CH3:26])=[O:7])([CH3:4])([CH3:3])[CH3:2].[C:28]([C:30]1[CH:31]=[C:32]([CH:36]=[CH:37][CH:38]=1)[C:33](O)=[O:34])#[N:29].[I-].ClC1C=CC=C[N+]=1C.CCN(C(C)C)C(C)C. The catalyst is C(OCC)(=O)C.C1COCC1. The product is [C:28]([C:30]1[CH:31]=[C:32]([CH:36]=[CH:37][CH:38]=1)[C:33]([NH:24][C:20]1[C:21]([CH3:23])=[C:22]2[C:14]([C@@H:11]3[CH2:12][CH2:13][N:8]([C:6]([O:5][C:1]([CH3:4])([CH3:3])[CH3:2])=[O:7])[C:9]([CH3:27])([CH3:26])[CH2:10]3)=[CH:15][N:16]([CH3:25])[C:17]2=[N:18][CH:19]=1)=[O:34])#[N:29]. The yield is 0.931.